This data is from NCI-60 drug combinations with 297,098 pairs across 59 cell lines. The task is: Regression. Given two drug SMILES strings and cell line genomic features, predict the synergy score measuring deviation from expected non-interaction effect. Drug 1: COC1=CC(=CC(=C1O)OC)C2C3C(COC3=O)C(C4=CC5=C(C=C24)OCO5)OC6C(C(C7C(O6)COC(O7)C8=CC=CS8)O)O. Drug 2: C1=CC=C(C(=C1)C(C2=CC=C(C=C2)Cl)C(Cl)Cl)Cl. Cell line: K-562. Synergy scores: CSS=54.1, Synergy_ZIP=5.79, Synergy_Bliss=5.81, Synergy_Loewe=-36.2, Synergy_HSA=7.43.